This data is from Reaction yield outcomes from USPTO patents with 853,638 reactions. The task is: Predict the reaction yield, written as a fraction of the theoretical maximum amount of product (1.0 means a 100% yield; for example, 0.34 means a 34% yield). (1) The reactants are C(N(CC)CC)C.[C:8](Cl)(=[O:20])[CH2:9][CH2:10][CH2:11][CH2:12][CH2:13][CH2:14][CH2:15][CH2:16][CH2:17][CH2:18][CH3:19].[CH2:22]([O:29][C:30]1[C:31]([CH3:39])=[C:32]([CH3:38])[C:33]([NH2:37])=[N:34][C:35]=1[CH3:36])[C:23]1[CH:28]=[CH:27][CH:26]=[CH:25][CH:24]=1. The catalyst is C(Cl)Cl. The product is [CH2:22]([O:29][C:30]1[C:31]([CH3:39])=[C:32]([CH3:38])[C:33]([NH:37][C:8](=[O:20])[CH2:9][CH2:10][CH2:11][CH2:12][CH2:13][CH2:14][CH2:15][CH2:16][CH2:17][CH2:18][CH3:19])=[N:34][C:35]=1[CH3:36])[C:23]1[CH:24]=[CH:25][CH:26]=[CH:27][CH:28]=1. The yield is 0.700. (2) The reactants are F[C:2]1[CH:7]=[CH:6][C:5]([CH3:8])=[CH:4][N:3]=1.[C-:9]#[N:10].[Na+].O. The catalyst is CS(C)=O. The product is [CH3:8][C:5]1[CH:6]=[CH:7][C:2]([C:9]#[N:10])=[N:3][CH:4]=1. The yield is 0.301. (3) The reactants are [C:1]12([C:25]3[C:17]([C:18]4[C:23]([CH:24]=3)=[CH:22][CH:21]=[CH:20][CH:19]=4)=[CH:16][CH:15]=[CH:14]1)[C:13]1[C:5]([C:6]3[C:11]([CH:12]=1)=[CH:10][CH:9]=[CH:8][CH:7]=3)=[CH:4][CH:3]=[CH:2]2.[N+:26]([O-])([OH:28])=[O:27]. The catalyst is C(O)(=O)C. The product is [N+:26]([C:2]1[C:1]2([C:25]3[C:17]([C:18]4[C:23]([CH:24]=3)=[CH:22][CH:21]=[CH:20][CH:19]=4)=[CH:16][CH:15]=[CH:14]2)[C:13]2[C:5](=[CH:4][CH:3]=1)[C:6]1[C:11](=[CH:10][CH:9]=[CH:8][CH:7]=1)[CH:12]=2)([O-:28])=[O:27]. The yield is 0.880. (4) The reactants are [CH3:1][C:2]1[N:6]([CH2:7][C:8]2[C:17]3[C:12](=[CH:13][CH:14]=[CH:15][CH:16]=3)[CH:11]=[CH:10][CH:9]=2)[N:5]=[C:4]([C:18]([O:20]CC)=[O:19])[CH:3]=1.[OH-].[Na+]. The catalyst is C(O)C. The product is [CH3:1][C:2]1[N:6]([CH2:7][C:8]2[C:17]3[C:12](=[CH:13][CH:14]=[CH:15][CH:16]=3)[CH:11]=[CH:10][CH:9]=2)[N:5]=[C:4]([C:18]([OH:20])=[O:19])[CH:3]=1. The yield is 0.810. (5) The reactants are [Br:1][C:2]1[CH:7]=[CH:6][C:5]([OH:8])=[CH:4][CH:3]=1.C(=O)([O-])[O-].[K+].[K+].Br[CH2:16][CH2:17][O:18][CH3:19]. The catalyst is CN(C)C=O. The product is [Br:1][C:2]1[CH:7]=[CH:6][C:5]([O:8][CH2:16][CH2:17][O:18][CH3:19])=[CH:4][CH:3]=1. The yield is 0.480. (6) The reactants are [NH2:1][C:2]1[S:6][C:5]2[CH2:7][CH2:8][CH2:9][CH2:10][C:4]=2[C:3]=1[C:11]([C:13]1[CH:18]=[CH:17][CH:16]=[CH:15][C:14]=1[F:19])=O.[C:20]([O:27][CH3:28])(=[O:26])[CH2:21][CH2:22][C:23]([CH3:25])=O.Cl[Si](C)(C)C. The catalyst is CN(C=O)C. The product is [CH3:28][O:27][C:20](=[O:26])[CH2:21][C:22]1[C:11]([C:13]2[CH:18]=[CH:17][CH:16]=[CH:15][C:14]=2[F:19])=[C:3]2[C:4]3[CH2:10][CH2:9][CH2:8][CH2:7][C:5]=3[S:6][C:2]2=[N:1][C:23]=1[CH3:25]. The yield is 0.860. (7) The yield is 1.00. The reactants are Br[C:2]1[CH:14]=[N:13][C:12]2[C:11]3[C:10](F)=[CH:9][CH:8]=[C:7]([S:16]([CH3:19])(=[O:18])=[O:17])[C:6]=3[NH:5][C:4]=2[CH:3]=1.FC1C=CC=CC=1[C@@H](C1CCOCC1)O.C1(P(C2C=CC=CC=2)C2C=CC=CC=2)C=CC=CC=1.CC(OC(/N=N/C(OC(C)C)=O)=O)C. The catalyst is C1(C)C=CC=CC=1. The product is [CH3:19][S:16]([C:7]1[C:6]2[NH:5][C:4]3[CH:3]=[CH:2][CH:14]=[N:13][C:12]=3[C:11]=2[CH:10]=[CH:9][CH:8]=1)(=[O:17])=[O:18].